From a dataset of Drug-target binding data from BindingDB using Ki measurements. Regression. Given a target protein amino acid sequence and a drug SMILES string, predict the binding affinity score between them. We predict pKi (pKi = -log10(Ki in M); higher means stronger inhibition). Dataset: bindingdb_ki. The small molecule is C[C@@]1(c2cc(F)c(Cl)c(F)c2)CNC2(CCCC2)C(=O)N1CC(=O)Nc1cnc2c(c1)C[C@@]1(C2)C(=O)Nc2ncccc21. The target protein (Q63118) has sequence MMDKKCTLCFLFLLLLNMALIAAESEEGANQTDLGVTRNKIMTAQYECYQKIMQDPIQQGEGLYCNRTWDGWLCWNDVAAGTESMQYCPDYFQDFDPSEKVTKICDQDGNWFRHPDSNRTWTNYTLCNNSTHEKVKTALNLFYLTIIGHGLSIASLIISLIIFFYFKSLSCQRITLHKNLFFSFVCNSIVTIIHLTAVANNQALVATNPVSCKVSQFIHLYLMGCNYFWMLCEGIYLHTLIVVAVFAEKQHLMWYYFLGWGFPLLPACIHAIARSLYYNDNCWISSDTHLLYIIHGPICAALLVNLFFLLNIVRVLITKLKVTHQAESNLYMKAVRATLILVPLLGIEFVLFPWRPEGKVAEEVYDYVMHILMHYQGLLVSTIFCFFNGEVQAILRRNWNQYKIQFGNGFSHSDALRSASYTVSTISDVQGYSHDCPTEHLNGKSIQDIENVALKPEKMYDLVM. The pKi is 7.9.